Task: Predict the reaction yield, written as a fraction of the theoretical maximum amount of product (1.0 means a 100% yield; for example, 0.34 means a 34% yield).. Dataset: Reaction yield outcomes from USPTO patents with 853,638 reactions (1) The reactants are [CH2:1]([C:5]1([C:8]2[CH:15]=[CH:14][C:11]([CH:12]=O)=[CH:10][CH:9]=2)[CH2:7][CH2:6]1)[CH2:2][CH2:3][CH3:4].[NH2:16][CH2:17][C:18]1[N:23]=[C:22]([N:24]([CH2:32][C:33]([O:35][C:36]([CH3:39])([CH3:38])[CH3:37])=[O:34])[C:25]([O:27][C:28]([CH3:31])([CH3:30])[CH3:29])=[O:26])[CH:21]=[CH:20][CH:19]=1.C(=O)([O-])O.[Na+]. The catalyst is ClCCCl. The product is [C:28]([O:27][C:25]([N:24]([CH2:32][C:33]([O:35][C:36]([CH3:39])([CH3:38])[CH3:37])=[O:34])[C:22]1[CH:21]=[CH:20][CH:19]=[C:18]([CH2:17][NH:16][CH2:12][C:11]2[CH:14]=[CH:15][C:8]([C:5]3([CH2:1][CH2:2][CH2:3][CH3:4])[CH2:7][CH2:6]3)=[CH:9][CH:10]=2)[N:23]=1)=[O:26])([CH3:31])([CH3:30])[CH3:29]. The yield is 0.630. (2) The reactants are [F:1][C:2]1[C:7]([F:8])=[CH:6][CH:5]=[CH:4][C:3]=1[C:9]1[N:41]=[C:12]2[CH:13]=[N:14][N:15]([CH:17]([C:22]3[O:26][N:25]=[C:24]([C:27]4[CH:32]=[CH:31][C:30]([O:33][CH2:34][CH2:35][CH3:36])=[CH:29][C:28]=4[C:37]([F:40])([F:39])[F:38])[CH:23]=3)[C:18]([O:20][CH3:21])=[O:19])[CH:16]=[C:11]2[N:10]=1.[C:42]([O-:45])([O-])=O.[K+].[K+].C(Cl)Cl.[CH3:51]O.[CH3:53][C:54]([OH:56])=O. The catalyst is CCOC(C)=O. The product is [F:1][C:2]1[C:7]([F:8])=[CH:6][CH:5]=[CH:4][C:3]=1[C:9]1[N:41]=[C:12]2[CH:13]=[N:14][N:15]([CH:17]([C:22]3[O:26][N:25]=[C:24]([C:27]4[CH:32]=[CH:31][C:30]([O:33][CH2:34][CH2:35][CH3:36])=[CH:29][C:28]=4[C:37]([F:38])([F:40])[F:39])[CH:23]=3)[C:18]([O:20][CH2:21][CH2:51][O:56][CH2:54][CH2:53][O:45][CH3:42])=[O:19])[CH:16]=[C:11]2[N:10]=1. The yield is 0.580. (3) The yield is 0.240. The reactants are [Cl-].[CH:2]([N:5]1[C:13]2[CH:12]=[C:11]([NH:14][C:15]3[CH:20]=[CH:19][N:18]=[C:17]([C:21]4[CH2:22][CH2:23][NH2+:24][CH2:25][CH:26]=4)[N:16]=3)[N:10]=[CH:9][C:8]=2[N:7]=[CH:6]1)([CH3:4])[CH3:3].C(N(CC)CC)C.[CH3:34][S:35](Cl)(=[O:37])=[O:36]. The catalyst is C1COCC1. The product is [CH:2]([N:5]1[C:13]2[CH:12]=[C:11]([NH:14][C:15]3[CH:20]=[CH:19][N:18]=[C:17]([C:21]4[CH2:22][CH2:23][N:24]([S:35]([CH3:34])(=[O:37])=[O:36])[CH2:25][CH:26]=4)[N:16]=3)[N:10]=[CH:9][C:8]=2[N:7]=[CH:6]1)([CH3:4])[CH3:3]. (4) The reactants are [Cl:1][C:2]1[CH:3]=[C:4]([N:8]2[N:12]=[N:11][C:10]([CH:13]([OH:22])C(C3C=CC=CC=3)O)=[N:9]2)[CH:5]=[CH:6][CH:7]=1.C(=O)([O-])[O-].[K+].[K+].C([O-])(=O)C.[Pb+4].C([O-])(=O)C.C([O-])(=O)C.C([O-])(=O)C. The catalyst is C1(C)C=CC=CC=1. The product is [Cl:1][C:2]1[CH:3]=[C:4]([N:8]2[N:12]=[N:11][C:10]([CH:13]=[O:22])=[N:9]2)[CH:5]=[CH:6][CH:7]=1. The yield is 0.680. (5) The reactants are [NH:1]1[C:9]2[C:4](=[CH:5][CH:6]=[C:7]([C:10]([OH:12])=[O:11])[CH:8]=2)[CH:3]=[CH:2]1.[H-].[Na+].[CH2:15](Br)[C:16]1[CH:21]=[CH:20][CH:19]=[CH:18][CH:17]=1. The catalyst is CN(C=O)C. The product is [CH2:15]([N:1]1[C:9]2[C:4](=[CH:5][CH:6]=[C:7]([C:10]([O:12][CH2:3][C:4]3[CH:9]=[CH:8][CH:7]=[CH:6][CH:5]=3)=[O:11])[CH:8]=2)[CH:3]=[CH:2]1)[C:16]1[CH:21]=[CH:20][CH:19]=[CH:18][CH:17]=1. The yield is 0.900. (6) The reactants are [F:1][C:2]1[C:7]([C:8]([OH:10])=[O:9])=[C:6]([CH3:11])[C:5]([N+:12]([O-:14])=[O:13])=[CH:4][CH:3]=1.OS(O)(=O)=O.[Br:20]N1C(C)(C)C(=O)N(Br)C1=O. The catalyst is O. The product is [Br:20][C:3]1[C:2]([F:1])=[C:7]([C:6]([CH3:11])=[C:5]([N+:12]([O-:14])=[O:13])[CH:4]=1)[C:8]([OH:10])=[O:9]. The yield is 0.880. (7) The reactants are [Li]CCCC.Br[C:7]1[CH:8]=[N:9][CH:10]=[C:11]([C:13]#[C:14][CH2:15][CH3:16])[CH:12]=1.[B:17](OC(C)C)([O:22]C(C)C)[O:18]C(C)C.Cl.[OH-].[Na+]. The catalyst is CCOC(C)=O. The product is [C:13]([C:11]1[CH:12]=[C:7]([B:17]([OH:22])[OH:18])[CH:8]=[N:9][CH:10]=1)#[C:14][CH2:15][CH3:16]. The yield is 0.760.